Dataset: Forward reaction prediction with 1.9M reactions from USPTO patents (1976-2016). Task: Predict the product of the given reaction. (1) Given the reactants Cl[C:2]1[N:7]=[C:6]([NH:8]C2C=CC3OCCOC=3C=2)[C:5]([F:19])=[CH:4][N:3]=1.C([N:23](CC)C(C)C)(C)C.C(OC1C=CC(N)=CC=1)CCC, predict the reaction product. The product is: [F:19][C:5]1[C:6]([NH2:8])=[N:7][C:2]([NH2:23])=[N:3][CH:4]=1. (2) Given the reactants CC1(C)C2C(=C(P(C3C=CC=CC=3)C3C=CC=CC=3)C=CC=2)OC2C(P(C3C=CC=CC=3)C3C=CC=CC=3)=CC=CC1=2.[CH3:43][C:44]1[N:45]=[CH:46][NH:47][CH:48]=1.[C:49]([N:52]1[C:61]2[C:56](=[CH:57][C:58](Br)=[CH:59][CH:60]=2)[C@H:55]([NH:63][C:64](=[O:69])[O:65][CH:66]([CH3:68])[CH3:67])[CH2:54][C@@H:53]1[CH3:70])(=[O:51])[CH3:50].C(=O)([O-])[O-].[K+].[K+], predict the reaction product. The product is: [C:49]([N:52]1[C:61]2[C:56](=[CH:57][C:58]([N:47]3[CH:48]=[C:44]([CH3:43])[N:45]=[CH:46]3)=[CH:59][CH:60]=2)[C@H:55]([NH:63][C:64](=[O:69])[O:65][CH:66]([CH3:67])[CH3:68])[CH2:54][C@@H:53]1[CH3:70])(=[O:51])[CH3:50].